Dataset: Full USPTO retrosynthesis dataset with 1.9M reactions from patents (1976-2016). Task: Predict the reactants needed to synthesize the given product. (1) Given the product [F:1][C:2]([F:16])([F:15])[C:3]1[S:7][C:6]2[C:8]([C:12]([O:18][CH3:17])=[O:13])=[CH:9][CH:10]=[CH:11][C:5]=2[CH:4]=1, predict the reactants needed to synthesize it. The reactants are: [F:1][C:2]([F:16])([F:15])[C:3]1[S:7][C:6]2[C:8]([C:12](Cl)=[O:13])=[CH:9][CH:10]=[CH:11][C:5]=2[CH:4]=1.[CH3:17][OH:18]. (2) Given the product [CH:18]1([C:2]2[CH:7]=[CH:6][N:5]3[N:8]=[CH:9][C:10]([CH:11]=[O:12])=[C:4]3[CH:3]=2)[CH2:20][CH2:19]1, predict the reactants needed to synthesize it. The reactants are: Br[C:2]1[CH:7]=[CH:6][N:5]2[N:8]=[CH:9][C:10]([CH:11]=[O:12])=[C:4]2[CH:3]=1.C([Sn](CCCC)(CCCC)[CH:18]1[CH2:20][CH2:19]1)CCC. (3) Given the product [CH:45]1([C@H:40]([NH:39][C:37]([C:28]2[C:27]([NH:26][C:61](=[O:62])[CH2:60][C:53]3[C:52]([CH3:51])=[CH:57][C:56]([CH3:58])=[CH:55][C:54]=3[CH3:59])=[CH:36][C:35]3[C:30](=[CH:31][CH:32]=[CH:33][CH:34]=3)[CH:29]=2)=[O:38])[C:41]([O:43][CH3:44])=[O:42])[CH2:50][CH2:49][CH2:48][CH2:47][CH2:46]1, predict the reactants needed to synthesize it. The reactants are: CN(C(ON1N=NC2C=CC=NC1=2)=[N+](C)C)C.F[P-](F)(F)(F)(F)F.Cl.[NH2:26][C:27]1[C:28]([C:37]([NH:39][C@@H:40]([CH:45]2[CH2:50][CH2:49][CH2:48][CH2:47][CH2:46]2)[C:41]([O:43][CH3:44])=[O:42])=[O:38])=[CH:29][C:30]2[C:35]([CH:36]=1)=[CH:34][CH:33]=[CH:32][CH:31]=2.[CH3:51][C:52]1[CH:57]=[C:56]([CH3:58])[CH:55]=[C:54]([CH3:59])[C:53]=1[CH2:60][C:61](O)=[O:62].C(N(C(C)C)CC)(C)C. (4) Given the product [Br:1][C:2]1[CH:3]=[C:4]([C:8]([NH2:16])=[O:13])[N:5]([CH3:7])[CH:6]=1, predict the reactants needed to synthesize it. The reactants are: [Br:1][C:2]1[CH:3]=[C:4]([C:8](=[O:13])C(F)(F)F)[N:5]([CH3:7])[CH:6]=1.Cl.[OH-].[NH4+:16]. (5) Given the product [Br:1][C:2]1[C:3]([O:12][CH3:13])=[N:4][CH:5]=[C:6]([N+:9]([O-:11])=[O:10])[C:7]=1/[CH:8]=[CH:16]/[N:17]([CH3:19])[CH3:18], predict the reactants needed to synthesize it. The reactants are: [Br:1][C:2]1[C:3]([O:12][CH3:13])=[N:4][CH:5]=[C:6]([N+:9]([O-:11])=[O:10])[C:7]=1[CH3:8].CO[CH:16](OC)[N:17]([CH3:19])[CH3:18]. (6) Given the product [CH3:2][O:3][C:4](=[O:9])[CH:5]([NH:6][C:23]([O:22][CH2:15][C:16]1[CH:21]=[CH:20][CH:19]=[CH:18][CH:17]=1)=[O:24])[CH2:7][OH:8], predict the reactants needed to synthesize it. The reactants are: Cl.[CH3:2][O:3][C:4](=[O:9])[C@H:5]([CH2:7][OH:8])[NH2:6].C([O-])(O)=O.[Na+].[CH2:15]([O:22][C:23](Cl)=[O:24])[C:16]1[CH:21]=[CH:20][CH:19]=[CH:18][CH:17]=1. (7) Given the product [Cl:1][C:2]1[CH:3]=[C:4]([CH:14]=[CH:15][C:16]=1[Cl:17])[CH2:5][N:6]1[CH2:11][CH2:10][O:9][CH:8]([CH2:12][NH:13][C:19]([NH:18][CH2:21][C:22]2[CH:27]=[CH:26][CH:25]=[CH:24][C:23]=2[CH3:28])=[O:20])[CH2:7]1, predict the reactants needed to synthesize it. The reactants are: [Cl:1][C:2]1[CH:3]=[C:4]([CH:14]=[CH:15][C:16]=1[Cl:17])[CH2:5][N:6]1[CH2:11][CH2:10][O:9][CH:8]([CH2:12][NH2:13])[CH2:7]1.[N:18]([CH2:21][C:22]1[CH:27]=[CH:26][CH:25]=[CH:24][C:23]=1[CH3:28])=[C:19]=[O:20]. (8) Given the product [C:11]([O:4][C:3]1[C:2](=[CH:8][CH:7]=[CH:6][CH:5]=1)[C:1]([OH:10])=[O:9])(=[O:13])[CH3:12], predict the reactants needed to synthesize it. The reactants are: [C:1]([OH:10])(=[O:9])[C:2]1[C:3](=[CH:5][CH:6]=[CH:7][CH:8]=1)[OH:4].[C:11](OC(=O)C)(=[O:13])[CH3:12].